From a dataset of Reaction yield outcomes from USPTO patents with 853,638 reactions. Predict the reaction yield, written as a fraction of the theoretical maximum amount of product (1.0 means a 100% yield; for example, 0.34 means a 34% yield). (1) The reactants are [CH3:1][O:2][C:3](=[O:20])[C:4]1[CH:9]=[C:8]([CH:10]=[O:11])[C:7]([C:12]([F:15])([F:14])[F:13])=[CH:6][C:5]=1[NH:16][C:17](=[O:19])[CH3:18].[CH2:21]([Mg]Br)[CH3:22]. The catalyst is C(OCC)C. The product is [CH3:1][O:2][C:3](=[O:20])[C:4]1[CH:9]=[C:8]([CH:10]([OH:11])[CH2:21][CH3:22])[C:7]([C:12]([F:15])([F:14])[F:13])=[CH:6][C:5]=1[NH:16][C:17](=[O:19])[CH3:18]. The yield is 0.280. (2) The reactants are C(O)(C(F)(F)F)=O.C(OC([NH:15][C@H:16]([C:41]([O:43][CH3:44])=[O:42])[CH2:17][C:18]1[S:19][C:20]([CH2:23][CH2:24][CH2:25][C:26]2[CH:31]=[CH:30][CH:29]=[C:28]([N:32](C(OC(C)(C)C)=O)[CH3:33])[N:27]=2)=[CH:21][CH:22]=1)=O)(C)(C)C. The catalyst is ClCCl. The product is [CH3:33][NH:32][C:28]1[N:27]=[C:26]([CH2:25][CH2:24][CH2:23][C:20]2[S:19][C:18]([CH2:17][C@@H:16]([C:41]([O:43][CH3:44])=[O:42])[NH2:15])=[CH:22][CH:21]=2)[CH:31]=[CH:30][CH:29]=1. The yield is 0.880. (3) The reactants are [CH2:1]([CH:8]1[CH2:13][CH2:12][N:11]([C:14]2[CH:19]=[CH:18][CH:17]=[C:16]([N+:20]([O-])=O)[CH:15]=2)[CH2:10][CH2:9]1)[C:2]1[CH:7]=[CH:6][CH:5]=[CH:4][CH:3]=1. The catalyst is [Pd].[C].CO.C(OCC)(=O)C. The product is [CH2:1]([CH:8]1[CH2:9][CH2:10][N:11]([C:14]2[CH:15]=[C:16]([NH2:20])[CH:17]=[CH:18][CH:19]=2)[CH2:12][CH2:13]1)[C:2]1[CH:3]=[CH:4][CH:5]=[CH:6][CH:7]=1. The yield is 1.00. (4) The reactants are ClS(O)(=O)=O.[N+:6]([C:9]1[CH:23]=[CH:22][CH:21]=[CH:20][C:10]=1[O:11]/[C:12](=[CH:16]\[C:17]([OH:19])=O)/[C:13]([OH:15])=[O:14])([O-:8])=[O:7].[N+](C1C=CC=CC=1O/C(=C/C(O)=O)/C(O)=O)([O-])=O. No catalyst specified. The product is [N+:6]([C:9]1[C:10]2[O:11][C:12]([C:13]([OH:15])=[O:14])=[CH:16][C:17](=[O:19])[C:20]=2[CH:21]=[CH:22][CH:23]=1)([O-:8])=[O:7]. The yield is 0.700. (5) The reactants are [CH3:1][C:2]1[CH:7]=[C:6]([CH3:8])[NH:5][C:4](=[O:9])[C:3]=1[CH2:10][NH:11][C:12]([C:14]1[C:15]([CH3:43])=[C:16]([N:28]([CH3:42])[CH:29]2[CH2:34][CH2:33][N:32](C(OC(C)(C)C)=O)[CH2:31][CH2:30]2)[CH:17]=[C:18]([C:20]2[CH:21]=[N:22][C:23]([CH:26]=O)=[CH:24][CH:25]=2)[CH:19]=1)=[O:13].[NH:44]1[CH2:49]COC[CH2:45]1.CO.C(O)(=O)C.[BH3-]C#N.[Na+]. No catalyst specified. The product is [CH3:1][C:2]1[CH:7]=[C:6]([CH3:8])[NH:5][C:4](=[O:9])[C:3]=1[CH2:10][NH:11][C:12](=[O:13])[C:14]1[CH:19]=[C:18]([C:20]2[CH:21]=[N:22][C:23]([CH2:26][N:44]([CH3:49])[CH3:45])=[CH:24][CH:25]=2)[CH:17]=[C:16]([N:28]([CH3:42])[CH:29]2[CH2:30][CH2:31][NH:32][CH2:33][CH2:34]2)[C:15]=1[CH3:43]. The yield is 0.400. (6) The reactants are [I:1][C:2]1[CH:3]=[C:4]2[C:8](=[CH:9][CH:10]=1)[NH:7][C:6](=[O:11])[C:5]2=[N:12][NH:13][C:14]([C:16]1[CH:21]=[CH:20][C:19]([NH:22][C:23]([C:25]2[CH:34]=[CH:33][C:28]([C:29]([O:31]C)=[O:30])=[CH:27][CH:26]=2)=[O:24])=[CH:18][CH:17]=1)=[O:15].[OH-].[Na+]. The catalyst is C1COCC1.O. The product is [I:1][C:2]1[CH:3]=[C:4]2[C:8](=[CH:9][CH:10]=1)[NH:7][C:6](=[O:11])[C:5]2=[N:12][NH:13][C:14]([C:16]1[CH:17]=[CH:18][C:19]([NH:22][C:23]([C:25]2[CH:34]=[CH:33][C:28]([C:29]([OH:31])=[O:30])=[CH:27][CH:26]=2)=[O:24])=[CH:20][CH:21]=1)=[O:15]. The yield is 0.860. (7) The reactants are Br[CH2:2][C:3]1[CH:4]=[CH:5][C:6]2[N:7]=[C:8]([Cl:19])[N:9]=[C:10]([N:13]3[CH2:18][CH2:17][O:16][CH2:15][CH2:14]3)[C:11]=2[N:12]=1.[NH2:20][CH2:21][C:22]([CH3:25])([OH:24])[CH3:23]. No catalyst specified. The product is [Cl:19][C:8]1[N:9]=[C:10]([N:13]2[CH2:18][CH2:17][O:16][CH2:15][CH2:14]2)[C:11]2[N:12]=[C:3]([CH2:2][NH:20][CH2:21][C:22]([CH3:25])([OH:24])[CH3:23])[CH:4]=[CH:5][C:6]=2[N:7]=1. The yield is 1.00. (8) The reactants are [CH:1]1([CH2:6][C@H:7]([C:11]2[CH:16]=[CH:15][C:14]([Cl:17])=[C:13]([Cl:18])[CH:12]=2)[C:8]([OH:10])=O)[CH2:5][CH2:4][CH2:3][CH2:2]1.C(Cl)(=O)C(Cl)=O.[NH2:25][C:26]1[CH:31]=[CH:30][N:29]=[CH:28][N:27]=1.N1C=CC=CC=1. The catalyst is C(Cl)Cl.CN(C)C=O.O1CCCC1.O. The product is [CH:1]1([CH2:6][C@H:7]([C:11]2[CH:16]=[CH:15][C:14]([Cl:17])=[C:13]([Cl:18])[CH:12]=2)[C:8]([NH:25][C:26]2[CH:31]=[CH:30][N:29]=[CH:28][N:27]=2)=[O:10])[CH2:2][CH2:3][CH2:4][CH2:5]1. The yield is 0.600. (9) The reactants are [F:1][C:2]([F:43])([F:42])[C:3]1[CH:4]=[C:5]([CH:39]=[CH:40][CH:41]=1)[CH2:6][NH:7][C:8](=[O:38])[C:9]1[CH:14]=[CH:13][N:12]=[C:11]([C:15]2[CH:20]=[C:19]([N:21]3[CH2:26][CH2:25][CH2:24][CH2:23][CH2:22]3)[CH:18]=[CH:17][C:16]=2[NH:27][C:28](=[O:37])[C:29]2[CH:34]=[CH:33][CH:32]=[C:31]([CH2:35]Br)[CH:30]=2)[CH:10]=1.C(=O)([O-])[O-].[K+].[K+].[I-].[K+].[NH:52]1[CH2:56][CH2:55][C@H:54]([NH:57][C:58](=[O:60])[CH3:59])[CH2:53]1. The catalyst is CN(C)C=O.O. The product is [C:58]([NH:57][C@H:54]1[CH2:55][CH2:56][N:52]([CH2:35][C:31]2[CH:30]=[C:29]([CH:34]=[CH:33][CH:32]=2)[C:28]([NH:27][C:16]2[CH:17]=[CH:18][C:19]([N:21]3[CH2:26][CH2:25][CH2:24][CH2:23][CH2:22]3)=[CH:20][C:15]=2[C:11]2[CH:10]=[C:9]([CH:14]=[CH:13][N:12]=2)[C:8]([NH:7][CH2:6][C:5]2[CH:39]=[CH:40][CH:41]=[C:3]([C:2]([F:43])([F:42])[F:1])[CH:4]=2)=[O:38])=[O:37])[CH2:53]1)(=[O:60])[CH3:59]. The yield is 0.240.